From a dataset of Full USPTO retrosynthesis dataset with 1.9M reactions from patents (1976-2016). Predict the reactants needed to synthesize the given product. (1) Given the product [C:17]1([C:2]2[CH:11]=[C:10]([C:35]3[CH:40]=[CH:39][CH:38]=[CH:37][CH:36]=3)[C:9]([OH:13])=[C:8]3[C:3]=2[CH:4]=[CH:5][CH:6]=[N:7]3)[CH:22]=[CH:21][CH:20]=[CH:19][CH:18]=1, predict the reactants needed to synthesize it. The reactants are: Br[C:2]1[CH:11]=[C:10](Br)[C:9]([O:13]C(C)C)=[C:8]2[C:3]=1[CH:4]=[CH:5][CH:6]=[N:7]2.[C:17]1(B(O)O)[CH:22]=[CH:21][CH:20]=[CH:19][CH:18]=1.C([O-])([O-])=O.[Na+].[Na+].CCO.[CH:35]1[CH:40]=[CH:39][CH:38]=[CH:37][CH:36]=1. (2) Given the product [Cl:24][C:18]1[C:19]2[N:20]=[C:11]([C:5]3[CH:6]=[CH:7][C:8]([O:9][CH3:10])=[C:3]([O:2][CH3:1])[CH:4]=3)[CH:12]=[CH:13][C:14]=2[N:15]=[CH:16][N:17]=1, predict the reactants needed to synthesize it. The reactants are: [CH3:1][O:2][C:3]1[CH:4]=[C:5]([C:11]2[CH:12]=[CH:13][C:14]3[N:15]=[CH:16][NH:17][C:18](=O)[C:19]=3[N:20]=2)[CH:6]=[CH:7][C:8]=1[O:9][CH3:10].P(Cl)(Cl)([Cl:24])=O.N1C(C)=CC=CC=1C. (3) Given the product [CH3:8][O:9][C:10](=[O:43])[CH:11]([C:12]1[C:17]([CH3:18])=[CH:16][C:15]([C:19]2[CH:20]=[CH:21][CH:22]=[CH:23][CH:24]=2)=[C:14]([CH:25]2[CH2:26][CH2:27]2)[C:13]=1[C:28]1[CH:29]=[C:30]2[C:35](=[CH:36][CH:37]=1)[O:34][CH2:33][CH2:32][CH2:31]2)[OH:38], predict the reactants needed to synthesize it. The reactants are: FC(F)(F)C(O)=O.[CH3:8][O:9][C:10](=[O:43])[CH:11]([O:38]C(C)(C)C)[C:12]1[C:17]([CH3:18])=[CH:16][C:15]([C:19]2[CH:24]=[CH:23][CH:22]=[CH:21][CH:20]=2)=[C:14]([CH:25]2[CH2:27][CH2:26]2)[C:13]=1[C:28]1[CH:29]=[C:30]2[C:35](=[CH:36][CH:37]=1)[O:34][CH2:33][CH2:32][CH2:31]2. (4) Given the product [CH3:8][O:7][C:5](=[O:6])[C:4]([CH2:1][CH:2]=[O:28])([CH2:13][C:14](=[O:25])[C:15]1[CH:16]=[CH:17][C:18]([C:21]([F:24])([F:22])[F:23])=[CH:19][CH:20]=1)[C:9]([O:11][CH3:12])=[O:10], predict the reactants needed to synthesize it. The reactants are: [CH2:1]([C:4]([CH2:13][C:14](=[O:25])[C:15]1[CH:20]=[CH:19][C:18]([C:21]([F:24])([F:23])[F:22])=[CH:17][CH:16]=1)([C:9]([O:11][CH3:12])=[O:10])[C:5]([O:7][CH3:8])=[O:6])[CH:2]=C.O=O.[O:28]=[O+][O-].CSC. (5) Given the product [CH:1]1[CH:2]=[CH:3][C:4]([Cl:15])=[C:5]([C@:7]2([NH2:14])[C:12](=[O:13])[CH2:11][CH2:10][CH2:9][CH2:8]2)[CH:6]=1, predict the reactants needed to synthesize it. The reactants are: [CH:1]1[CH:2]=[CH:3][C:4]([Cl:15])=[C:5]([C@:7]2([NH2:14])[C:12](=[O:13])[CH2:11][CH2:10][CH2:9][CH2:8]2)[CH:6]=1.C(C(C(C([O-])=O)O)O)([O-])=O.[OH-].[Na+]. (6) The reactants are: [Cl:1][C:2]1[C:3]([O:12][C:13]2[CH:18]=[C:17]([O:19]COC)[CH:16]=[CH:15][C:14]=2/[CH:23]=[CH:24]/[C:25]([O:27][CH2:28][CH3:29])=[O:26])=[N:4][CH:5]=[C:6]([C:8]([F:11])([F:10])[F:9])[CH:7]=1. Given the product [Cl:1][C:2]1[C:3]([O:12][C:13]2[CH:18]=[C:17]([OH:19])[CH:16]=[CH:15][C:14]=2[CH2:23][CH2:24][C:25]([O:27][CH2:28][CH3:29])=[O:26])=[N:4][CH:5]=[C:6]([C:8]([F:10])([F:9])[F:11])[CH:7]=1, predict the reactants needed to synthesize it. (7) Given the product [O:22]1[CH2:27][CH2:26][CH2:25][O:24][CH:23]1[C:28]1[CH:29]=[C:30]([S:34][C:2]2[CH:3]=[CH:4][C:5]([N+:19]([O-:21])=[O:20])=[C:6]([CH:8]=[C:9]([CH2:12][CH:13]3[CH2:18][CH2:17][O:16][CH2:15][CH2:14]3)[C:10]#[N:11])[CH:7]=2)[CH:31]=[CH:32][CH:33]=1, predict the reactants needed to synthesize it. The reactants are: F[C:2]1[CH:3]=[CH:4][C:5]([N+:19]([O-:21])=[O:20])=[C:6]([CH:8]=[C:9]([CH2:12][CH:13]2[CH2:18][CH2:17][O:16][CH2:15][CH2:14]2)[C:10]#[N:11])[CH:7]=1.[O:22]1[CH2:27][CH2:26][CH2:25][O:24][CH:23]1[C:28]1[CH:29]=[C:30]([SH:34])[CH:31]=[CH:32][CH:33]=1.C([O-])([O-])=O.[Cs+].[Cs+]. (8) Given the product [CH2:1]([CH:3]1[N:12]2[C:7](=[CH:8][C:9](=[O:18])[C:10]([C:13]([O:15][CH2:16][CH3:17])=[O:14])=[CH:11]2)[C:6]2[CH:19]=[C:20]([O:24][CH3:25])[C:21]([O:23][CH2:27][CH2:28][CH2:29][O:30][CH3:31])=[CH:22][C:5]=2[CH2:4]1)[CH3:2], predict the reactants needed to synthesize it. The reactants are: [CH2:1]([CH:3]1[N:12]2[C:7](=[CH:8][C:9](=[O:18])[C:10]([C:13]([O:15][CH2:16][CH3:17])=[O:14])=[CH:11]2)[C:6]2[CH:19]=[C:20]([O:24][CH3:25])[C:21]([OH:23])=[CH:22][C:5]=2[CH2:4]1)[CH3:2].Br[CH2:27][CH2:28][CH2:29][O:30][CH3:31].C([O-])([O-])=O.[K+].[K+]. (9) Given the product [C:1]([O:4][CH2:5][C:6]1[C:7]([N:31]2[CH2:43][CH2:42][N:34]3[C:35]4[CH2:36][CH2:37][CH2:38][CH2:39][C:40]=4[CH:41]=[C:33]3[C:32]2=[O:44])=[N:8][CH:9]=[CH:10][C:11]=1[C:46]1[CH:47]=[C:48]([NH:54][C:55]2[CH:60]=[CH:59][C:58]([N:61]3[CH2:66][C@@H:65]([CH3:67])[N:64]([CH:68]4[CH2:71][O:70][CH2:69]4)[CH2:63][C@@H:62]3[CH3:72])=[CH:57][N:56]=2)[C:49](=[O:53])[N:50]([CH3:52])[CH:51]=1)(=[O:3])[CH3:2], predict the reactants needed to synthesize it. The reactants are: [C:1]([O:4][CH2:5][C:6]1[C:7]([N:31]2[CH2:43][CH2:42][N:34]3[C:35]4[CH2:36][CH2:37][CH2:38][CH2:39][C:40]=4[CH:41]=[C:33]3[C:32]2=[O:44])=[N:8][CH:9]=[CH:10][C:11]=1C1C=C(NC2C=C3CN(C)CCN3N=2)C(=O)N(C)C=1)(=[O:3])[CH3:2].Br[C:46]1[CH:47]=[C:48]([NH:54][C:55]2[CH:60]=[CH:59][C:58]([N:61]3[CH2:66][C@@H:65]([CH3:67])[N:64]([CH:68]4[CH2:71][O:70][CH2:69]4)[CH2:63][C@@H:62]3[CH3:72])=[CH:57][N:56]=2)[C:49](=[O:53])[N:50]([CH3:52])[CH:51]=1.C(OCC1C(N2CCN3C4CCCCC=4C=C3C2=O)=NC=CC=1B1OC(C)(C)C(C)(C)O1)(=O)C. (10) The reactants are: [F:1][C:2]([F:7])([F:6])[C:3]([OH:5])=[O:4].[CH2:8]([S:10]([N:13]1[CH2:18][CH2:17][CH:16]([C:19]2[C:27]3[C:22](=[C:23]([C:40]([NH2:42])=[O:41])[CH:24]=[C:25]([C:28]4[CH:32]=[C:31]([CH2:33][N:34]([C@@H:36]([CH3:39])CO)[CH3:35])[S:30][CH:29]=4)[CH:26]=3)[NH:21][CH:20]=2)[CH2:15][CH2:14]1)(=[O:12])=[O:11])[CH3:9].[NH2:43][C@H](C)CO. Given the product [F:1][C:2]([F:7])([F:6])[C:3]([OH:5])=[O:4].[C:3]([NH:43][CH2:39][CH2:36][N:34]([CH2:33][C:31]1[S:30][CH:29]=[C:28]([C:25]2[CH:26]=[C:27]3[C:22](=[C:23]([C:40]([NH2:42])=[O:41])[CH:24]=2)[NH:21][CH:20]=[C:19]3[CH:16]2[CH2:17][CH2:18][N:13]([S:10]([CH2:8][CH3:9])(=[O:11])=[O:12])[CH2:14][CH2:15]2)[CH:32]=1)[CH3:35])(=[O:5])[CH3:2], predict the reactants needed to synthesize it.